This data is from Reaction yield outcomes from USPTO patents with 853,638 reactions. The task is: Predict the reaction yield, written as a fraction of the theoretical maximum amount of product (1.0 means a 100% yield; for example, 0.34 means a 34% yield). (1) The reactants are [I-:1].CC(C)(C)OC(=O)[NH:6][CH2:7][CH2:8][O:9][CH2:10][CH2:11][P+:12]([C:25]1[CH:30]=[CH:29][CH:28]=[CH:27][CH:26]=1)([C:19]1[CH:24]=[CH:23][CH:22]=[CH:21][CH:20]=1)[C:13]1[CH:18]=[CH:17][CH:16]=[CH:15][CH:14]=1.C(O)(C(F)(F)F)=O. The catalyst is C(Cl)Cl. The product is [I-:1].[NH2:6][CH2:7][CH2:8][O:9][CH2:10][CH2:11][P+:12]([C:25]1[CH:30]=[CH:29][CH:28]=[CH:27][CH:26]=1)([C:13]1[CH:14]=[CH:15][CH:16]=[CH:17][CH:18]=1)[C:19]1[CH:24]=[CH:23][CH:22]=[CH:21][CH:20]=1. The yield is 0.940. (2) The reactants are Cl[C:2]1[C:11]2[C:6](=[CH:7][CH:8]=[C:9]([N:12]3[CH2:16][CH2:15][O:14][C:13]3=[O:17])[CH:10]=2)[CH:5]=[N:4][CH:3]=1.[CH3:18][N:19]1[CH:23]=[C:22]([C:24]2[CH:29]=[CH:28][C:27](B3OC(C)(C)C(C)(C)O3)=[CH:26][CH:25]=2)[CH:21]=[N:20]1.P([O-])([O-])([O-])=O.[K+].[K+].[K+].C1(P(C2CCCCC2)C2C=CC=CC=2C2C(OC)=CC=CC=2OC)CCCCC1. The catalyst is CC([O-])=O.CC([O-])=O.[Pd+2].C1(C)C=CC=CC=1. The product is [CH3:18][N:19]1[CH:23]=[C:22]([C:24]2[CH:25]=[CH:26][C:27]([C:2]3[C:11]4[C:6](=[CH:7][CH:8]=[C:9]([N:12]5[CH2:16][CH2:15][O:14][C:13]5=[O:17])[CH:10]=4)[CH:5]=[N:4][CH:3]=3)=[CH:28][CH:29]=2)[CH:21]=[N:20]1. The yield is 0.0700.